Dataset: Reaction yield outcomes from USPTO patents with 853,638 reactions. Task: Predict the reaction yield, written as a fraction of the theoretical maximum amount of product (1.0 means a 100% yield; for example, 0.34 means a 34% yield). The reactants are O1CCO[CH:2]1[CH2:6][CH2:7][CH2:8][CH2:9][N:10]1[CH2:15][CH2:14][CH:13]([C:16]2[CH:17]=[C:18]([NH:22][C:23](=[O:27])[CH:24]([CH3:26])[CH3:25])[CH:19]=[CH:20][CH:21]=2)[CH2:12][CH2:11]1.[CH3:28][N:29]([C:31]1[CH:36]=[CH:35][CH:34]=[CH:33][CH:32]=1)N.CC(O)=O.C([O-])([O-])=O.[K+].[K+]. The catalyst is O.[Cl-].[Cl-].[Zn+2]. The product is [CH3:25][CH:24]([CH3:26])[C:23]([NH:22][C:18]1[CH:19]=[CH:20][CH:21]=[C:16]([CH:13]2[CH2:14][CH2:15][N:10]([CH2:9][CH2:8][CH2:7][C:6]3[C:36]4[C:31](=[CH:32][CH:33]=[CH:34][CH:35]=4)[N:29]([CH3:28])[CH:2]=3)[CH2:11][CH2:12]2)[CH:17]=1)=[O:27]. The yield is 0.187.